Dataset: Forward reaction prediction with 1.9M reactions from USPTO patents (1976-2016). Task: Predict the product of the given reaction. (1) The product is: [C:1]([O:5][C:6]([N:8]1[C:12]2[N:13]=[C:14]([C:23]3[CH:24]=[CH:25][C:26]([O:27][CH3:28])=[C:21]([F:20])[CH:22]=3)[N:15]=[C:16]([CH2:17][CH3:18])[C:11]=2[CH:10]=[CH:9]1)=[O:7])([CH3:4])([CH3:3])[CH3:2]. Given the reactants [C:1]([O:5][C:6]([N:8]1[C:12]2[N:13]=[C:14](Cl)[N:15]=[C:16]([CH2:17][CH3:18])[C:11]=2[CH:10]=[CH:9]1)=[O:7])([CH3:4])([CH3:3])[CH3:2].[F:20][C:21]1[CH:22]=[C:23](B(O)O)[CH:24]=[CH:25][C:26]=1[O:27][CH3:28].C1COCC1.C([O-])([O-])=O.[K+].[K+], predict the reaction product. (2) Given the reactants Cl.[NH:2]([CH2:4][C:5]([O:7][CH2:8][CH3:9])=[O:6])[NH2:3].C(N(CC)CC)C.[C:17](OCC)(=[O:22])[CH2:18][C:19]([CH3:21])=O, predict the reaction product. The product is: [CH2:8]([O:7][C:5](=[O:6])[CH2:4][N:2]1[C:17](=[O:22])[CH2:18][C:19]([CH3:21])=[N:3]1)[CH3:9]. (3) The product is: [N+:13]([C:16]1[CH:17]=[C:18]([CH:22]=[CH:23][CH:24]=1)[C:19]([NH:1][CH2:2][C:3]1[CH:4]=[CH:5][C:6]([C:7]([O:9][CH3:10])=[O:8])=[CH:11][CH:12]=1)=[O:20])([O-:15])=[O:14]. Given the reactants [NH2:1][CH2:2][C:3]1[CH:12]=[CH:11][C:6]([C:7]([O:9][CH3:10])=[O:8])=[CH:5][CH:4]=1.[N+:13]([C:16]1[CH:17]=[C:18]([CH:22]=[CH:23][CH:24]=1)[C:19](Cl)=[O:20])([O-:15])=[O:14], predict the reaction product. (4) Given the reactants [Br:1][C:2]1[CH:15]=[CH:14][C:5]([C:6]([NH:8][CH:9]([CH3:13])[C:10]([O-:12])=[O:11])=[O:7])=[CH:4][CH:3]=1.[OH-].[Na+], predict the reaction product. The product is: [Br:1][C:2]1[CH:3]=[CH:4][C:5]([C:6]([NH:8][CH:9]([CH3:13])[C:10]([OH:12])=[O:11])=[O:7])=[CH:14][CH:15]=1. (5) Given the reactants [Cl:1][C:2]1[CH:7]=[CH:6][C:5]([C:8]2[O:12][C:11]([CH2:13][CH:14]([NH2:16])[CH3:15])=[CH:10][CH:9]=2)=[CH:4][C:3]=1[C:17]([F:20])([F:19])[F:18].[C:21]([C:25]1[CH:29]=[C:28]([C:30](O)=[O:31])[NH:27][N:26]=1)([CH3:24])([CH3:23])[CH3:22].C1C=CC2N(O)N=NC=2C=1.CCN(C(C)C)C(C)C.CCN=C=NCCCN(C)C, predict the reaction product. The product is: [C:21]([C:25]1[CH:29]=[C:28]([C:30]([NH:16][CH:14]([CH3:15])[CH2:13][C:11]2[O:12][C:8]([C:5]3[CH:6]=[CH:7][C:2]([Cl:1])=[C:3]([C:17]([F:20])([F:18])[F:19])[CH:4]=3)=[CH:9][CH:10]=2)=[O:31])[NH:27][N:26]=1)([CH3:24])([CH3:22])[CH3:23]. (6) Given the reactants [O:1]=[C:2]1[C:10]2[C:5](=[CH:6][C:7]([NH:11][C:12](=[O:14])[CH3:13])=[CH:8][CH:9]=2)[CH2:4][CH2:3]1.[Si:15](C#N)([CH3:18])([CH3:17])[CH3:16].C[C:22]#[N:23], predict the reaction product. The product is: [C:22]([C:2]1([O:1][Si:15]([CH3:18])([CH3:17])[CH3:16])[C:10]2[C:5](=[CH:6][C:7]([NH:11][C:12](=[O:14])[CH3:13])=[CH:8][CH:9]=2)[CH2:4][CH2:3]1)#[N:23]. (7) Given the reactants [CH2:1]([N:5]1[C:9]2[CH2:10][O:11][CH2:12][C:8]=2[S:7][C:6]1=[NH:13])[CH2:2][CH2:3][CH3:4].[Cl:14][C:15]1[CH:16]=[CH:17][C:18]([O:24][CH3:25])=[C:19]([CH:23]=1)[C:20](O)=[O:21].ON1C2C=CC=CC=2N=N1.CCN=C=NCCCN(C)C.Cl.C(N(CC)CC)C, predict the reaction product. The product is: [CH2:1]([N:5]1[C:9]2[CH2:10][O:11][CH2:12][C:8]=2[S:7]/[C:6]/1=[N:13]\[C:20](=[O:21])[C:19]1[CH:23]=[C:15]([Cl:14])[CH:16]=[CH:17][C:18]=1[O:24][CH3:25])[CH2:2][CH2:3][CH3:4]. (8) Given the reactants [Mg].Br[C:3]1[CH:8]=[CH:7][C:6]([O:9][C:10]([F:13])([F:12])[F:11])=[CH:5][CH:4]=1.[Br:14][C:15]1[CH:16]=[C:17]([CH:25]=[CH:26][CH:27]=1)[C:18]([C:20]1[NH:21][CH:22]=[CH:23][N:24]=1)=[O:19], predict the reaction product. The product is: [Br:14][C:15]1[CH:16]=[C:17]([C:18]([C:20]2[NH:24][CH:23]=[CH:22][N:21]=2)([C:3]2[CH:8]=[CH:7][C:6]([O:9][C:10]([F:13])([F:12])[F:11])=[CH:5][CH:4]=2)[OH:19])[CH:25]=[CH:26][CH:27]=1. (9) Given the reactants FC(F)(F)S(O[C:7]1[CH:12]=[CH:11][N:10]([C:13]2[S:14][C:15]([C:19](=[O:28])[NH:20][CH2:21][C:22]3[CH:27]=[CH:26][CH:25]=[CH:24][CH:23]=3)=[C:16]([CH3:18])[N:17]=2)[C:9](=[O:29])[CH:8]=1)(=O)=O.[CH2:32](B(O)O)[CH2:33][C:34]1[CH:39]=[CH:38][CH:37]=[CH:36][CH:35]=1.C(=O)([O-])[O-].[K+].[K+].O1CCCC1, predict the reaction product. The product is: [CH2:21]([NH:20][C:19]([C:15]1[S:14][C:13]([N:10]2[CH:11]=[CH:12][C:7]([CH2:32][CH2:33][C:34]3[CH:39]=[CH:38][CH:37]=[CH:36][CH:35]=3)=[CH:8][C:9]2=[O:29])=[N:17][C:16]=1[CH3:18])=[O:28])[C:22]1[CH:27]=[CH:26][CH:25]=[CH:24][CH:23]=1. (10) The product is: [CH3:26][O:25][C:22]1[N:21]=[C:20]([CH3:27])[C:19]([O:18][C@H:13]([C@H:10]2[CH2:11][CH2:12][NH:8][CH2:9]2)[CH2:14][CH:15]([CH3:17])[CH3:16])=[CH:24][CH:23]=1. Given the reactants C([N:8]1[CH2:12][CH2:11][C@H:10]([C@@H:13]([O:18][C:19]2[C:20]([CH3:27])=[N:21][C:22]([O:25][CH3:26])=[CH:23][CH:24]=2)[CH2:14][CH:15]([CH3:17])[CH3:16])[CH2:9]1)C1C=CC=CC=1, predict the reaction product.